This data is from Full USPTO retrosynthesis dataset with 1.9M reactions from patents (1976-2016). The task is: Predict the reactants needed to synthesize the given product. Given the product [NH:14]1[CH2:15][CH2:16][CH:11]([N:10]2[C:6]([C:4]([O:3][CH2:1][CH3:2])=[O:5])=[CH:7][C:8]([C:24]([F:25])([F:26])[F:27])=[N:9]2)[CH2:12][CH2:13]1, predict the reactants needed to synthesize it. The reactants are: [CH2:1]([O:3][C:4]([C:6]1[N:10]([CH:11]2[CH2:16][CH2:15][N:14](C(OC(C)(C)C)=O)[CH2:13][CH2:12]2)[N:9]=[C:8]([C:24]([F:27])([F:26])[F:25])[CH:7]=1)=[O:5])[CH3:2].C(O)(C(F)(F)F)=O.